From a dataset of Full USPTO retrosynthesis dataset with 1.9M reactions from patents (1976-2016). Predict the reactants needed to synthesize the given product. (1) Given the product [C:1]([O:4][CH2:11][C:10]1[CH:13]=[CH:14][C:7]([I:6])=[CH:8][CH:9]=1)(=[O:3])[CH3:2], predict the reactants needed to synthesize it. The reactants are: [C:1]([O-:4])(=[O:3])[CH3:2].[K+].[I:6][C:7]1[CH:14]=[CH:13][C:10]([CH2:11]Br)=[CH:9][CH:8]=1.C(O)C. (2) Given the product [C:38]([C:42]1[CH:43]=[CH:44][C:45]([NH:46][C:11]([C:8]2[CH:9]=[CH:10][C:4]3[S:3][C:2]([CH3:1])=[N:6][C:5]=3[CH:7]=2)=[O:13])=[CH:47][CH:48]=1)([CH3:41])([CH3:39])[CH3:40], predict the reactants needed to synthesize it. The reactants are: [CH3:1][C:2]1[S:3][C:4]2[CH:10]=[CH:9][C:8]([C:11]([OH:13])=O)=[CH:7][C:5]=2[N:6]=1.CN(C(ON1N=NC2C=CC=NC1=2)=[N+](C)C)C.F[P-](F)(F)(F)(F)F.[C:38]([C:42]1[CH:48]=[CH:47][C:45]([NH2:46])=[CH:44][CH:43]=1)([CH3:41])([CH3:40])[CH3:39].CCN(CC)CC.